From a dataset of NCI-60 drug combinations with 297,098 pairs across 59 cell lines. Regression. Given two drug SMILES strings and cell line genomic features, predict the synergy score measuring deviation from expected non-interaction effect. (1) Drug 1: C1=C(C(=O)NC(=O)N1)F. Drug 2: C1=NC2=C(N1)C(=S)N=C(N2)N. Cell line: SF-295. Synergy scores: CSS=34.5, Synergy_ZIP=-9.78, Synergy_Bliss=-9.46, Synergy_Loewe=-4.65, Synergy_HSA=-2.34. (2) Drug 1: C1=CC(=C2C(=C1NCCNCCO)C(=O)C3=C(C=CC(=C3C2=O)O)O)NCCNCCO. Drug 2: CC12CCC3C(C1CCC2OP(=O)(O)O)CCC4=C3C=CC(=C4)OC(=O)N(CCCl)CCCl.[Na+]. Cell line: HCC-2998. Synergy scores: CSS=31.6, Synergy_ZIP=-1.97, Synergy_Bliss=-4.25, Synergy_Loewe=-21.7, Synergy_HSA=-4.27. (3) Drug 1: C1CC(C1)(C(=O)O)C(=O)O.[NH2-].[NH2-].[Pt+2]. Drug 2: C1CCC(C(C1)N)N.C(=O)(C(=O)[O-])[O-].[Pt+4]. Cell line: BT-549. Synergy scores: CSS=16.6, Synergy_ZIP=-10.2, Synergy_Bliss=-6.50, Synergy_Loewe=-2.35, Synergy_HSA=-1.37. (4) Drug 1: COC1=NC(=NC2=C1N=CN2C3C(C(C(O3)CO)O)O)N. Drug 2: C1CCC(C(C1)N)N.C(=O)(C(=O)[O-])[O-].[Pt+4]. Cell line: SN12C. Synergy scores: CSS=19.5, Synergy_ZIP=3.80, Synergy_Bliss=0.119, Synergy_Loewe=-28.3, Synergy_HSA=-10.9. (5) Drug 1: C1CCC(C1)C(CC#N)N2C=C(C=N2)C3=C4C=CNC4=NC=N3. Drug 2: CC1CCC2CC(C(=CC=CC=CC(CC(C(=O)C(C(C(=CC(C(=O)CC(OC(=O)C3CCCCN3C(=O)C(=O)C1(O2)O)C(C)CC4CCC(C(C4)OC)OCCO)C)C)O)OC)C)C)C)OC. Cell line: SR. Synergy scores: CSS=65.7, Synergy_ZIP=-2.13, Synergy_Bliss=-7.70, Synergy_Loewe=-7.06, Synergy_HSA=-5.93. (6) Drug 1: CNC(=O)C1=CC=CC=C1SC2=CC3=C(C=C2)C(=NN3)C=CC4=CC=CC=N4. Drug 2: C1C(C(OC1N2C=C(C(=O)NC2=O)F)CO)O. Cell line: UACC62. Synergy scores: CSS=27.1, Synergy_ZIP=2.16, Synergy_Bliss=3.22, Synergy_Loewe=-2.50, Synergy_HSA=4.34.